From a dataset of Peptide-MHC class II binding affinity with 134,281 pairs from IEDB. Regression. Given a peptide amino acid sequence and an MHC pseudo amino acid sequence, predict their binding affinity value. This is MHC class II binding data. (1) The binding affinity (normalized) is 0.351. The MHC is HLA-DPA10103-DPB10301 with pseudo-sequence HLA-DPA10103-DPB10301. The peptide sequence is TLTAFGFASADLIEI. (2) The peptide sequence is RSVQRNTVFKAGDLG. The MHC is DRB1_0701 with pseudo-sequence DRB1_0701. The binding affinity (normalized) is 0.403. (3) The peptide sequence is AAIHEMFVNTLQMSS. The MHC is DRB1_1302 with pseudo-sequence DRB1_1302. The binding affinity (normalized) is 0.824.